The task is: Predict the reaction yield, written as a fraction of the theoretical maximum amount of product (1.0 means a 100% yield; for example, 0.34 means a 34% yield).. This data is from Reaction yield outcomes from USPTO patents with 853,638 reactions. (1) The reactants are [OH:1]/[N:2]=[C:3](\Cl)/[C:4]1[CH:9]=[CH:8][CH:7]=[CH:6][CH:5]=1.[CH3:11][O:12][C:13](/[CH:15]=[CH:16]/OC(=O)C1C=CC([N+]([O-])=O)=CC=1)=[O:14].C(N(CC)CC)C. The catalyst is ClCCl. The product is [CH3:11][O:12][C:13]([C:15]1[C:3]([C:4]2[CH:9]=[CH:8][CH:7]=[CH:6][CH:5]=2)=[N:2][O:1][CH:16]=1)=[O:14]. The yield is 0.400. (2) The reactants are O.C[Si]([Cl:6])(C)C.[CH3:7][N:8]([CH2:10][CH:11]1[CH:17]2[CH2:18][CH:14]([CH2:15][CH2:16]2)[CH:13]=[C:12]1[C:19]1[CH:20]=[C:21]([O:25][C:26](=[O:31])[C:27]([CH3:30])([CH3:29])[CH3:28])[CH:22]=[CH:23][CH:24]=1)[CH3:9]. The catalyst is CC(=O)CC. The product is [ClH:6].[CH3:9][N:8]([CH2:10][CH:11]1[CH:17]2[CH2:18][CH:14]([CH2:15][CH2:16]2)[CH:13]=[C:12]1[C:19]1[CH:20]=[C:21]([O:25][C:26](=[O:31])[C:27]([CH3:29])([CH3:28])[CH3:30])[CH:22]=[CH:23][CH:24]=1)[CH3:7]. The yield is 1.00.